This data is from Reaction yield outcomes from USPTO patents with 853,638 reactions. The task is: Predict the reaction yield, written as a fraction of the theoretical maximum amount of product (1.0 means a 100% yield; for example, 0.34 means a 34% yield). (1) The reactants are [F:1][C:2]([F:6])([F:5])[CH2:3][OH:4].[H-].[Na+].[NH2:9][C:10]1[N:15]=[C:14](Cl)[CH:13]=[C:12]([C:17]([F:20])([F:19])[F:18])[N:11]=1. The catalyst is C1COCC1. The product is [NH2:9][C:10]1[N:15]=[C:14]([O:4][CH2:3][C:2]([F:6])([F:5])[F:1])[CH:13]=[C:12]([C:17]([F:20])([F:18])[F:19])[N:11]=1. The yield is 0.740. (2) The reactants are [CH2:1]([O:8][C:9](Cl)=[O:10])[C:2]1[CH:7]=[CH:6][CH:5]=[CH:4][CH:3]=1.[CH3:12][O:13][C:14]([CH:16]1[CH:20]([C@@H:21]([CH3:31])[CH2:22][O:23][Si:24]([C:27]([CH3:30])([CH3:29])[CH3:28])([CH3:26])[CH3:25])[CH2:19][N:18](CC2C=CC=CC=2)[CH2:17]1)=[O:15].O.C(=O)(O)[O-].[Na+]. The catalyst is ClCCl. The product is [CH3:12][O:13][C:14]([CH:16]1[CH:20]([C@@H:21]([CH3:31])[CH2:22][O:23][Si:24]([C:27]([CH3:30])([CH3:29])[CH3:28])([CH3:25])[CH3:26])[CH2:19][N:18]([C:9]([O:8][CH2:1][C:2]2[CH:7]=[CH:6][CH:5]=[CH:4][CH:3]=2)=[O:10])[CH2:17]1)=[O:15]. The yield is 0.890. (3) The reactants are [NH2:1][C:2]1[CH:24]=[CH:23][C:5]([O:6][C:7]2[C:16]3[C:11](=[CH:12][C:13]([O:21][CH3:22])=[C:14]([C:17](NC)=[O:18])[CH:15]=3)[N:10]=[CH:9][CH:8]=2)=[C:4](F)[CH:3]=1.CN.NC1C=CC(OC2C3C(=CC(OC)=C(C(NC)=O)C=3)N=CC=2)=CC=1[F:52].CN1CCC[C:55]1=[O:59]. No catalyst specified. The product is [NH2:1][C:2]1[CH:3]=[CH:4][C:5]([O:6][C:7]2[C:16]3[C:11](=[CH:12][C:13]([O:21][CH3:22])=[C:14]([C:17]([O:59][CH3:55])=[O:18])[CH:15]=3)[N:10]=[CH:9][CH:8]=2)=[CH:23][C:24]=1[F:52]. The yield is 0.620. (4) The reactants are [CH3:1][N:2]1[C:6]([C:7]2[CH:8]=[N:9][NH:10][C:11]=2[NH2:12])=[CH:5][CH:4]=[N:3]1.[CH:13]([N:16]1[C:24]2[C:19](=[CH:20][C:21]([C:25](=O)[CH2:26][C:27](OCC)=[O:28])=[CH:22][CH:23]=2)[CH:18]=[N:17]1)([CH3:15])[CH3:14].CC1C=CC(S(O)(=O)=O)=CC=1. The catalyst is CCCCO. The product is [CH:13]([N:16]1[C:24]2[C:19](=[CH:20][C:21]([C:25]3[NH:12][C:11]4[N:10]([N:9]=[CH:8][C:7]=4[C:6]4[N:2]([CH3:1])[N:3]=[CH:4][CH:5]=4)[C:27](=[O:28])[CH:26]=3)=[CH:22][CH:23]=2)[CH:18]=[N:17]1)([CH3:15])[CH3:14]. The yield is 0.660. (5) The reactants are [C:1]([O:5][C:6]([N:8]1[CH2:13][CH2:12][CH:11]([N:14]([CH:25]2[CH2:30][CH2:29][CH:28]([CH3:31])[CH2:27][CH2:26]2)[C:15]([NH:17][C:18]2[S:19][C:20]([CH:23]=O)=[CH:21][N:22]=2)=[O:16])[CH2:10][CH2:9]1)=[O:7])([CH3:4])([CH3:3])[CH3:2].Cl.N1([CH2:39][CH2:40][S:41]([NH2:44])(=[O:43])=[O:42])CCNCC1.C([N:47]([CH2:50][CH3:51])[CH2:48][CH3:49])C.C(O[BH-](OC(=O)C)OC(=O)C)(=O)C.[Na+]. No catalyst specified. The product is [C:1]([O:5][C:6]([N:8]1[CH2:9][CH2:10][CH:11]([N:14]([CH:25]2[CH2:26][CH2:27][CH:28]([CH3:31])[CH2:29][CH2:30]2)[C:15]([NH:17][C:18]2[S:19][C:20]([CH2:23][N:47]3[CH2:48][CH2:49][N:44]([S:41]([CH2:40][CH3:39])(=[O:43])=[O:42])[CH2:51][CH2:50]3)=[CH:21][N:22]=2)=[O:16])[CH2:12][CH2:13]1)=[O:7])([CH3:3])([CH3:2])[CH3:4]. The yield is 0.580.